Dataset: Peptide-MHC class I binding affinity with 185,985 pairs from IEDB/IMGT. Task: Regression. Given a peptide amino acid sequence and an MHC pseudo amino acid sequence, predict their binding affinity value. This is MHC class I binding data. (1) The binding affinity (normalized) is 0.0847. The MHC is HLA-A23:01 with pseudo-sequence HLA-A23:01. The peptide sequence is AADSFATSY. (2) The peptide sequence is LSPRWYFYY. The MHC is HLA-A11:01 with pseudo-sequence HLA-A11:01. The binding affinity (normalized) is 0.413. (3) The peptide sequence is LLSCIRNASK. The MHC is HLA-A03:01 with pseudo-sequence HLA-A03:01. The binding affinity (normalized) is 0.613. (4) The peptide sequence is VQTAAAVVF. The MHC is HLA-B44:02 with pseudo-sequence HLA-B44:02. The binding affinity (normalized) is 0.213. (5) The peptide sequence is CTELKLSDY. The MHC is HLA-B39:01 with pseudo-sequence HLA-B39:01. The binding affinity (normalized) is 0.0847. (6) The peptide sequence is MPILTLTRAL. The MHC is Mamu-A2201 with pseudo-sequence Mamu-A2201. The binding affinity (normalized) is 0.615. (7) The binding affinity (normalized) is 0.606. The MHC is Mamu-A70103 with pseudo-sequence YYAMYREIMTATYGNTAYFKYEFYTWAAHTYEWY. The peptide sequence is SLIANIDWI. (8) The peptide sequence is FHGIFYSIF. The MHC is HLA-A02:06 with pseudo-sequence HLA-A02:06. The binding affinity (normalized) is 0.0847.